This data is from NCI-60 drug combinations with 297,098 pairs across 59 cell lines. The task is: Regression. Given two drug SMILES strings and cell line genomic features, predict the synergy score measuring deviation from expected non-interaction effect. (1) Drug 1: CC1OCC2C(O1)C(C(C(O2)OC3C4COC(=O)C4C(C5=CC6=C(C=C35)OCO6)C7=CC(=C(C(=C7)OC)O)OC)O)O. Drug 2: C(CN)CNCCSP(=O)(O)O. Cell line: HCT-15. Synergy scores: CSS=20.0, Synergy_ZIP=-0.597, Synergy_Bliss=-4.20, Synergy_Loewe=-38.6, Synergy_HSA=-6.39. (2) Drug 1: CC(C)(C#N)C1=CC(=CC(=C1)CN2C=NC=N2)C(C)(C)C#N. Drug 2: CCC1=C2CN3C(=CC4=C(C3=O)COC(=O)C4(CC)O)C2=NC5=C1C=C(C=C5)O. Cell line: M14. Synergy scores: CSS=3.17, Synergy_ZIP=-0.498, Synergy_Bliss=0.776, Synergy_Loewe=-19.9, Synergy_HSA=-8.35. (3) Drug 2: C1CCC(C(C1)N)N.C(=O)(C(=O)[O-])[O-].[Pt+4]. Drug 1: CC1=C(C=C(C=C1)NC(=O)C2=CC=C(C=C2)CN3CCN(CC3)C)NC4=NC=CC(=N4)C5=CN=CC=C5. Synergy scores: CSS=62.5, Synergy_ZIP=-0.259, Synergy_Bliss=-1.62, Synergy_Loewe=-26.1, Synergy_HSA=-1.99. Cell line: SR. (4) Drug 1: COC1=C(C=C2C(=C1)N=CN=C2NC3=CC(=C(C=C3)F)Cl)OCCCN4CCOCC4. Drug 2: CC(C)CN1C=NC2=C1C3=CC=CC=C3N=C2N. Cell line: A498. Synergy scores: CSS=27.8, Synergy_ZIP=-2.91, Synergy_Bliss=0.162, Synergy_Loewe=-2.82, Synergy_HSA=-1.23.